This data is from Full USPTO retrosynthesis dataset with 1.9M reactions from patents (1976-2016). The task is: Predict the reactants needed to synthesize the given product. (1) Given the product [NH2:1][C@H:2]([C:11]([OH:13])=[O:12])[CH2:3][C:4]1[CH:9]=[CH:8][CH:7]=[CH:6][CH:5]=1, predict the reactants needed to synthesize it. The reactants are: [NH:1](C(OC(C)(C)C)=O)[C@H:2]([C:11]([OH:13])=[O:12])[CH2:3][C:4]1[CH:9]=[CH:8][C:7](I)=[CH:6][CH:5]=1.CN.Cl.CCN(C(C)C)C(C)C.CN(C(ON1N=NC2C=CC=CC1=2)=[N+](C)C)C.F[P-](F)(F)(F)(F)F. (2) The reactants are: [CH2:1]([CH:4]1[CH2:9][CH2:8][CH:7]([C:10]2[CH:15]=[CH:14][C:13]([C:16]3[CH:21]=[CH:20][C:19]([OH:22])=[C:18]([C:23]([F:26])([F:25])[F:24])[C:17]=3[C:27]([F:30])([F:29])[F:28])=[CH:12][CH:11]=2)[CH2:6][CH2:5]1)[CH2:2][CH3:3].[C:31](=O)([O-])[O-].[K+].[K+].CO.CI. Given the product [CH2:1]([CH:4]1[CH2:5][CH2:6][CH:7]([C:10]2[CH:11]=[CH:12][C:13]([C:16]3[CH:21]=[CH:20][C:19]([O:22][CH3:31])=[C:18]([C:23]([F:24])([F:25])[F:26])[C:17]=3[C:27]([F:28])([F:29])[F:30])=[CH:14][CH:15]=2)[CH2:8][CH2:9]1)[CH2:2][CH3:3], predict the reactants needed to synthesize it. (3) Given the product [CH3:1][O:2][C:3]([C:5]1[N:6]([S:13]([CH3:16])(=[O:15])=[O:14])[CH:7]=[C:8]([C:10](=[O:12])[NH:31][C:25]2[CH:26]=[CH:27][CH:28]=[C:29]([F:30])[C:24]=2[F:23])[CH:9]=1)=[O:4], predict the reactants needed to synthesize it. The reactants are: [CH3:1][O:2][C:3]([C:5]1[N:6]([S:13]([CH3:16])(=[O:15])=[O:14])[CH:7]=[C:8]([C:10]([OH:12])=O)[CH:9]=1)=[O:4].C(Cl)(=O)C(Cl)=O.[F:23][C:24]1[C:29]([F:30])=[CH:28][CH:27]=[CH:26][C:25]=1[NH2:31].C(N(CC)CC)C.Cl. (4) Given the product [CH2:11]([N:9]1[CH2:10][C:5]2[C:4]([OH:19])=[N:3][C:2]([OH:23])=[N:7][C:6]=2[C:8]1=[O:18])[C:12]1[CH:17]=[CH:16][CH:15]=[CH:14][CH:13]=1, predict the reactants needed to synthesize it. The reactants are: N[C:2]1[N:3]=[C:4]([OH:19])[C:5]2[CH2:10][N:9]([CH2:11][C:12]3[CH:17]=[CH:16][CH:15]=[CH:14][CH:13]=3)[C:8](=[O:18])[C:6]=2[N:7]=1.O.Cl.N([O-])=[O:23].[Na+].